From a dataset of Catalyst prediction with 721,799 reactions and 888 catalyst types from USPTO. Predict which catalyst facilitates the given reaction. Product: [O:18]1[CH2:23][CH2:22][CH:21]([CH2:24][NH:25][C:15]([C:12]2[CH:11]=[C:10]([CH2:9][CH2:8][CH2:7][C:1]3[CH:2]=[CH:3][CH:4]=[CH:5][CH:6]=3)[O:14][N:13]=2)=[O:17])[CH2:20][CH2:19]1. Reactant: [C:1]1([CH2:7][CH2:8][CH2:9][C:10]2[O:14][N:13]=[C:12]([C:15]([OH:17])=O)[CH:11]=2)[CH:6]=[CH:5][CH:4]=[CH:3][CH:2]=1.[O:18]1[CH2:23][CH2:22][CH:21]([CH2:24][NH2:25])[CH2:20][CH2:19]1.C(N(CC)CC)C.ON1C2C=CC=CC=2N=N1.Cl.C(N=C=NCCCN(C)C)C. The catalyst class is: 22.